Dataset: Peptide-MHC class II binding affinity with 134,281 pairs from IEDB. Task: Regression. Given a peptide amino acid sequence and an MHC pseudo amino acid sequence, predict their binding affinity value. This is MHC class II binding data. (1) The peptide sequence is FFGQNTAAIAATEAQ. The MHC is HLA-DQA10501-DQB10201 with pseudo-sequence HLA-DQA10501-DQB10201. The binding affinity (normalized) is 0.641. (2) The peptide sequence is EKWYFAATQFEPLAA. The MHC is HLA-DQA10401-DQB10402 with pseudo-sequence HLA-DQA10401-DQB10402. The binding affinity (normalized) is 0.722.